Dataset: Peptide-MHC class I binding affinity with 185,985 pairs from IEDB/IMGT. Task: Regression. Given a peptide amino acid sequence and an MHC pseudo amino acid sequence, predict their binding affinity value. This is MHC class I binding data. (1) The peptide sequence is IILAALFMYY. The MHC is HLA-A31:01 with pseudo-sequence HLA-A31:01. The binding affinity (normalized) is 0. (2) The peptide sequence is TVGYMYIMK. The MHC is HLA-A03:01 with pseudo-sequence HLA-A03:01. The binding affinity (normalized) is 0.467. (3) The peptide sequence is LLMPLKAPK. The MHC is HLA-A03:01 with pseudo-sequence HLA-A03:01. The binding affinity (normalized) is 0.765. (4) The peptide sequence is RDALGRTAL. The MHC is HLA-B27:05 with pseudo-sequence HLA-B27:05. The binding affinity (normalized) is 0.0847. (5) The peptide sequence is NCLSLLLSV. The MHC is HLA-A68:02 with pseudo-sequence HLA-A68:02. The binding affinity (normalized) is 0.305.